Predict which catalyst facilitates the given reaction. From a dataset of Catalyst prediction with 721,799 reactions and 888 catalyst types from USPTO. (1) The catalyst class is: 91. Reactant: [I:1][C:2]1[CH:7]=[CH:6][C:5]([C:8]2(NC)[CH2:13][CH2:12][N:11]([CH3:14])[CH2:10][CH2:9]2)=[CH:4][CH:3]=1.[F:17][C:18]1[CH:23]=[C:22]([F:24])[CH:21]=[CH:20][C:19]=1[N:25]=[C:26]=[O:27].C[CH2:29][N:30](C(C)C)C(C)C. Product: [F:17][C:18]1[CH:23]=[C:22]([F:24])[CH:21]=[CH:20][C:19]=1[NH:25][C:26]([NH:30][CH2:29][C:8]1([C:5]2[CH:4]=[CH:3][C:2]([I:1])=[CH:7][CH:6]=2)[CH2:9][CH2:10][N:11]([CH3:14])[CH2:12][CH2:13]1)=[O:27]. (2) Reactant: Cl.N[C:3]1[NH:4][C:5](=[O:19])[C:6]2[N:7]([CH2:12][C:13]3[CH:18]=[CH:17][CH:16]=[CH:15][CH:14]=3)[CH:8]=[N:9][C:10]=2[N:11]=1.C(O)(=[O:22])C.N([O-])=O.[Na+]. Product: [CH2:12]([N:7]1[C:6]2[C:5](=[O:19])[NH:4][C:3](=[O:22])[NH:11][C:10]=2[N:9]=[CH:8]1)[C:13]1[CH:18]=[CH:17][CH:16]=[CH:15][CH:14]=1. The catalyst class is: 6. (3) Reactant: Cl[CH2:2][C:3]1[N:12]([C:13]2[CH:18]=[CH:17][CH:16]=[CH:15][C:14]=2[Cl:19])[C:11](=[O:20])[C:10]2[C:5](=[CH:6][CH:7]=[CH:8][C:9]=2[F:21])[N:4]=1.[N:22]1[C:30]([NH2:31])=[C:29]2[C:25]([N:26]=[CH:27][NH:28]2)=[N:24][CH:23]=1. Product: [NH2:31][C:30]1[N:22]=[CH:23][N:24]=[C:25]2[C:29]=1[N:28]=[CH:27][N:26]2[CH2:2][C:3]1[N:12]([C:13]2[CH:18]=[CH:17][CH:16]=[CH:15][C:14]=2[Cl:19])[C:11](=[O:20])[C:10]2[C:5](=[CH:6][CH:7]=[CH:8][C:9]=2[F:21])[N:4]=1. The catalyst class is: 3.